From a dataset of Catalyst prediction with 721,799 reactions and 888 catalyst types from USPTO. Predict which catalyst facilitates the given reaction. (1) Reactant: [Br:1][C:2]1[N:7]=[C:6]2[N:8]([C:13]3[CH:18]=[CH:17][CH:16]=[C:15]([N:19]4[N:28]=[CH:27][C:26]5[C:21](=[C:22]([F:33])[CH:23]=[C:24]([C:29]([CH3:32])([CH3:31])[CH3:30])[CH:25]=5)[C:20]4=[O:34])[C:14]=3[CH2:35][OH:36])[CH:9]=[C:10]([C:11]#[N:12])[C:5]2=[CH:4][CH:3]=1.C([OH:39])C. Product: [Br:1][C:2]1[N:7]=[C:6]2[N:8]([C:13]3[CH:18]=[CH:17][CH:16]=[C:15]([N:19]4[N:28]=[CH:27][C:26]5[C:21](=[C:22]([F:33])[CH:23]=[C:24]([C:29]([CH3:31])([CH3:32])[CH3:30])[CH:25]=5)[C:20]4=[O:34])[C:14]=3[CH2:35][OH:36])[CH:9]=[C:10]([C:11]([NH2:12])=[O:39])[C:5]2=[CH:4][CH:3]=1. The catalyst class is: 6. (2) Reactant: [Cl-].[CH2:2]([N+:6]1[CH:10]=[CH:9][N:8]([CH3:11])[CH:7]=1)[CH2:3][CH2:4][CH3:5].O.[C:13]1(C)[C:14]([S:19]([OH:22])(=[O:21])=[O:20])=[CH:15][CH:16]=[CH:17][CH:18]=1.Cl.O.O1CCOCC1. Product: [S:19]([C:14]1[CH:13]=[CH:18][C:17]([CH3:2])=[CH:16][CH:15]=1)([O-:22])(=[O:20])=[O:21].[CH2:2]([N+:6]1[CH:10]=[CH:9][N:8]([CH3:11])[CH:7]=1)[CH2:3][CH2:4][CH3:5]. The catalyst class is: 12. (3) The catalyst class is: 13. Product: [CH3:9][C:8]([NH:11][C:12](=[O:18])[O:13][C:14]([CH3:17])([CH3:16])[CH3:15])([C:5]1[CH:6]=[CH:7][C:2]([NH:1][C:20]2[CH:25]=[CH:24][CH:23]=[CH:22][C:21]=2[N+:26]([O-:28])=[O:27])=[CH:3][CH:4]=1)[CH3:10]. Reactant: [NH2:1][C:2]1[CH:7]=[CH:6][C:5]([C:8]([NH:11][C:12](=[O:18])[O:13][C:14]([CH3:17])([CH3:16])[CH3:15])([CH3:10])[CH3:9])=[CH:4][CH:3]=1.F[C:20]1[CH:25]=[CH:24][CH:23]=[CH:22][C:21]=1[N+:26]([O-:28])=[O:27].C(=O)([O-])[O-].[K+].[K+]. (4) Reactant: [N+:1]([C:4]1[CH:5]=[C:6]([C:13](O)=[O:14])[C:7](=[CH:11][CH:12]=1)[C:8](O)=[O:9])([O-:3])=[O:2].CO. The catalyst class is: 7. Product: [N+:1]([C:4]1[CH:12]=[CH:11][C:7]([CH2:8][OH:9])=[C:6]([CH2:13][OH:14])[CH:5]=1)([O-:3])=[O:2]. (5) Reactant: [F-].C([N+](CCCC)(CCCC)CCCC)CCC.[CH3:19][O:20][C:21]1[CH:22]=[CH:23][C:24]([CH:44]=[O:45])=[C:25]2[C:29]=1[N:28]=[C:27]1[N:30]([C:34]3[C:35]([CH3:43])=[N:36][C:37]([O:41][CH3:42])=[N:38][C:39]=3[CH3:40])[CH2:31][CH2:32][CH2:33][N:26]21.C[Si](C)(C)[C:48]([F:51])([F:50])[F:49].Cl.C(=O)([O-])O.[Na+]. Product: [F:49][C:48]([F:51])([F:50])[CH:44]([C:24]1[C:25]2[N:26]3[CH2:33][CH2:32][CH2:31][N:30]([C:34]4[C:35]([CH3:43])=[N:36][C:37]([O:41][CH3:42])=[N:38][C:39]=4[CH3:40])[C:27]3=[N:28][C:29]=2[C:21]([O:20][CH3:19])=[CH:22][CH:23]=1)[OH:45]. The catalyst class is: 7. (6) Reactant: [CH3:1][O:2][C:3](=[O:33])[NH:4][CH:5]([C:9]([N:11]1[CH2:15][CH:14]([CH2:16][O:17][CH:18]([F:20])[F:19])[CH2:13][CH:12]1[C:21]1[NH:22][C:23]([C:26]2[CH:31]=[CH:30][C:29](Br)=[CH:28][CH:27]=2)=[CH:24][N:25]=1)=[O:10])[CH:6]([CH3:8])[CH3:7].[CH3:34][O:35][C:36](=[O:69])[NH:37][CH:38]([C:42]([N:44]1[CH2:48][CH2:47][CH2:46][CH:45]1[C:49]1[NH:50][C:51]([C:54]2[CH:59]=[CH:58][C:57](B3OC(C)(C)C(C)(C)O3)=[CH:56][CH:55]=2)=[CH:52][N:53]=1)=[O:43])[CH:39]([CH3:41])[CH3:40].C([O-])([O-])=O.[K+].[K+]. Product: [CH3:1][O:2][C:3](=[O:33])[NH:4][CH:5]([C:9]([N:11]1[CH2:15][CH:14]([CH2:16][O:17][CH:18]([F:20])[F:19])[CH2:13][CH:12]1[C:21]1[NH:22][C:23]([C:26]2[CH:31]=[CH:30][C:29]([C:57]3[CH:58]=[CH:59][C:54]([C:51]4[NH:50][C:49]([CH:45]5[CH2:46][CH2:47][CH2:48][N:44]5[C:42](=[O:43])[CH:38]([NH:37][C:36]([O:35][CH3:34])=[O:69])[CH:39]([CH3:41])[CH3:40])=[N:53][CH:52]=4)=[CH:55][CH:56]=3)=[CH:28][CH:27]=2)=[CH:24][N:25]=1)=[O:10])[CH:6]([CH3:8])[CH3:7]. The catalyst class is: 104.